Task: Predict the reaction yield, written as a fraction of the theoretical maximum amount of product (1.0 means a 100% yield; for example, 0.34 means a 34% yield).. Dataset: Reaction yield outcomes from USPTO patents with 853,638 reactions (1) The reactants are [CH3:1][C:2]1[NH:3][C:4]2[C:9]([CH:10]=1)=[CH:8][C:7]([C:11]1[C:20]([N:21]3[CH2:26][CH2:25][CH2:24][CH2:23][C@@H:22]3[CH3:27])=[N:19][C:18]3[C:13](=[CH:14][CH:15]=[C:16]([C:28]([O:30]C)=[O:29])[CH:17]=3)[N:12]=1)=[CH:6][CH:5]=2.[OH-].[Na+].Cl. The catalyst is CO.O. The product is [CH3:1][C:2]1[NH:3][C:4]2[C:9]([CH:10]=1)=[CH:8][C:7]([C:11]1[C:20]([N:21]3[CH2:26][CH2:25][CH2:24][CH2:23][C@@H:22]3[CH3:27])=[N:19][C:18]3[C:13](=[CH:14][CH:15]=[C:16]([C:28]([OH:30])=[O:29])[CH:17]=3)[N:12]=1)=[CH:6][CH:5]=2. The yield is 0.0900. (2) The reactants are [NH2:1][C:2]1[N:3]=[CH:4][C:5]([C:9]2[CH:14]=[CH:13][C:12]([S:15]([N:18]([CH:20]3[CH2:22][CH2:21]3)[CH3:19])(=[O:17])=[O:16])=[CH:11][CH:10]=2)=[N:6][C:7]=1Br.CC1(C)C(C)(C)OB([C:31]2[CH:32]=[C:33]3[C:38](=[CH:39][CH:40]=2)[C:37](=[O:41])[NH:36][CH2:35][CH2:34]3)O1. No catalyst specified. The product is [NH2:1][C:2]1[N:3]=[CH:4][C:5]([C:9]2[CH:14]=[CH:13][C:12]([S:15]([N:18]([CH:20]3[CH2:22][CH2:21]3)[CH3:19])(=[O:17])=[O:16])=[CH:11][CH:10]=2)=[N:6][C:7]=1[C:31]1[CH:32]=[C:33]2[C:38](=[CH:39][CH:40]=1)[C:37](=[O:41])[NH:36][CH2:35][CH2:34]2. The yield is 0.850. (3) The reactants are Br[C:2]1[CH:7]=[C:6]([CH3:8])[C:5]([F:9])=[CH:4][C:3]=1[O:10][CH3:11].[C:12]([Cu])#[N:13].[Li+].[Cl-].Cl. The catalyst is CN(C=O)C.O.O.O.O.O.O.[Fe](Cl)(Cl)Cl.C(OCC)(=O)C. The product is [F:9][C:5]1[C:6]([CH3:8])=[CH:7][C:2]([C:12]#[N:13])=[C:3]([O:10][CH3:11])[CH:4]=1. The yield is 0.860.